Dataset: Full USPTO retrosynthesis dataset with 1.9M reactions from patents (1976-2016). Task: Predict the reactants needed to synthesize the given product. The reactants are: [C:1]1([C:7]2[NH:11][C:10]([C:12]3[CH:13]=[C:14]4[C:19](=[CH:20][CH:21]=3)[CH:18]=[C:17]([OH:22])[CH:16]=[CH:15]4)=[CH:9][CH:8]=2)[CH:6]=[CH:5][CH:4]=[CH:3][CH:2]=1.[CH3:23][O:24][C:25](=[O:42])[CH:26](OS(C(F)(F)F)(=O)=O)[CH2:27][C:28]1[CH:33]=[CH:32][CH:31]=[CH:30][CH:29]=1.C(=O)([O-])[O-].[Cs+].[Cs+]. Given the product [C:28]1([CH2:27][CH:26]([O:22][C:17]2[CH:16]=[CH:15][C:14]3[C:19](=[CH:20][CH:21]=[C:12]([C:10]4[NH:11][C:7]([C:1]5[CH:2]=[CH:3][CH:4]=[CH:5][CH:6]=5)=[CH:8][CH:9]=4)[CH:13]=3)[CH:18]=2)[C:25]([O:24][CH3:23])=[O:42])[CH:33]=[CH:32][CH:31]=[CH:30][CH:29]=1, predict the reactants needed to synthesize it.